This data is from Full USPTO retrosynthesis dataset with 1.9M reactions from patents (1976-2016). The task is: Predict the reactants needed to synthesize the given product. The reactants are: [N:1]1[CH:6]=[CH:5][CH:4]=[C:3]([C:7]2[S:11][C:10]([C:12]([O:14][CH3:15])=[O:13])=[CH:9][CH:8]=2)[N:2]=1.OO.CC(C)=[O:20].C1(C)C=CC=CC=1. Given the product [CH3:15][O:14][C:12]([C:10]1[S:11][C:7]([C:3]2[N:2]=[N+:1]([O-:20])[CH:6]=[CH:5][CH:4]=2)=[CH:8][CH:9]=1)=[O:13], predict the reactants needed to synthesize it.